From a dataset of Full USPTO retrosynthesis dataset with 1.9M reactions from patents (1976-2016). Predict the reactants needed to synthesize the given product. (1) The reactants are: CS(C)=O.[CH3:5][C:6]1[CH:11]=[CH:10][N:9]=[C:8]([O:12][CH2:13][C:14]2[CH:19]=[CH:18][C:17](/[CH:20]=[CH:21]/[N+:22]([O-:24])=[O:23])=[CH:16][CH:15]=2)[CH:7]=1.C(O)(=O)C.[BH4-].[Na+]. Given the product [CH3:5][C:6]1[CH:11]=[CH:10][N:9]=[C:8]([O:12][CH2:13][C:14]2[CH:19]=[CH:18][C:17]([CH2:20][CH2:21][N+:22]([O-:24])=[O:23])=[CH:16][CH:15]=2)[CH:7]=1, predict the reactants needed to synthesize it. (2) Given the product [F:1][C:2]1[CH:3]=[C:4]([CH:7]=[CH:8][C:9]=1[N:13]1[C:12]([CH3:11])=[CH:16][N:15]=[CH:14]1)[CH:5]=[O:6], predict the reactants needed to synthesize it. The reactants are: [F:1][C:2]1[CH:3]=[C:4]([CH:7]=[CH:8][C:9]=1F)[CH:5]=[O:6].[CH3:11][C:12]1[N:13]=[CH:14][NH:15][CH:16]=1. (3) Given the product [CH3:4][C:3]1[O:9][C:7]([CH3:8])=[C:6]([CH3:10])[C:2]=1[CH3:1], predict the reactants needed to synthesize it. The reactants are: [CH3:1][CH:2]([CH:6]([CH3:10])[C:7](=[O:9])[CH3:8])[C:3](=O)[CH3:4].C1(C)C=CC(S(O)(=O)=O)=CC=1. (4) Given the product [F:1][C:2]1[CH:7]=[C:6]([C:8]([F:11])([F:9])[F:10])[CH:5]=[CH:4][C:3]=1[C:12]1[C:13]2[CH2:20][CH2:19][CH:18]([CH2:21][C:22]([N:24]3[CH2:25][CH:27]([O:28][CH3:29])[CH2:26]3)=[O:23])[C:14]=2[CH:15]=[N:16][CH:17]=1, predict the reactants needed to synthesize it. The reactants are: [F:1][C:2]1[CH:7]=[C:6]([C:8]([F:11])([F:10])[F:9])[CH:5]=[CH:4][C:3]=1[C:12]1[C:13]2[CH2:20][CH2:19][CH:18]([CH2:21][C:22]([N:24]([CH3:26])[CH3:25])=[O:23])[C:14]=2[CH:15]=[N:16][CH:17]=1.[CH3:27][O:28][CH:29]1CNC1. (5) Given the product [CH3:42][C:30]1[CH:29]=[C:28]([C:26]([NH2:25])=[O:27])[C:36]([NH:37][C@H:38]([CH3:41])[CH2:39][CH3:40])=[CH:35][C:31]=1[C:32]([NH2:2])=[O:33], predict the reactants needed to synthesize it. The reactants are: C[N:2](C(ON1N=NC2C=CC=NC1=2)=[N+](C)C)C.F[P-](F)(F)(F)(F)F.[NH2:25][C:26]([C:28]1[C:36]([NH:37][C@H:38]([CH3:41])[CH2:39][CH3:40])=[CH:35][C:31]([C:32](O)=[O:33])=[C:30]([CH3:42])[CH:29]=1)=[O:27].C(N(C(C)C)CC)(C)C.C(OCC)(=O)C. (6) Given the product [CH2:24]([O:31][C:32]1[CH:33]=[C:34]2[C:39](=[C:40]([NH:42][C:53](=[O:74])[CH2:58][CH2:57][CH2:56][CH2:55][CH2:54][NH:50][C:8](=[O:9])[O:10][C:11]([CH3:14])([CH3:13])[CH3:12])[CH:41]=1)[N:38]=[CH:37][CH:36]=[CH:35]2)[C:25]1[CH:30]=[CH:29][CH:28]=[CH:27][CH:26]=1, predict the reactants needed to synthesize it. The reactants are: C(N(CC)CC)C.[C:8](C(CCCCN)C(O)=O)([O:10][C:11]([CH3:14])([CH3:13])[CH3:12])=[O:9].[CH2:24]([O:31][C:32]1[CH:33]=[C:34]2[C:39](=[C:40]([NH2:42])[CH:41]=1)[N:38]=[CH:37][CH:36]=[CH:35]2)[C:25]1[CH:30]=[CH:29][CH:28]=[CH:27][CH:26]=1.F[P-](F)(F)(F)(F)F.[N:50]1(O[P+](N(C)C)(N(C)C)N(C)C)[C:54]2[CH:55]=[CH:56][CH:57]=[CH:58][C:53]=2N=N1.CN(C=[O:74])C.